Dataset: Reaction yield outcomes from USPTO patents with 853,638 reactions. Task: Predict the reaction yield, written as a fraction of the theoretical maximum amount of product (1.0 means a 100% yield; for example, 0.34 means a 34% yield). (1) The reactants are [CH3:1][C:2]1[CH:8]=[C:7]([C:9]([F:18])([C:14]([F:17])([F:16])[F:15])[C:10]([F:13])([F:12])[F:11])[CH:6]=[C:5]([CH3:19])[C:3]=1[NH2:4].[CH3:20][O:21][C:22]1[C:30]([N+:31]([O-:33])=[O:32])=[CH:29][CH:28]=[C:27]([O:34][CH3:35])[C:23]=1[C:24](O)=[O:25].C(N(CC)CC)C.O=C1N([ClH]P([ClH]N2CCOC2=O)=O)CCO1.C1N(P(Cl)(N2C(=O)OCC2)=O)C(=O)OC1. The catalyst is ClCCl. The product is [CH3:19][C:5]1[CH:6]=[C:7]([C:9]([F:18])([C:10]([F:12])([F:13])[F:11])[C:14]([F:15])([F:16])[F:17])[CH:8]=[C:2]([CH3:1])[C:3]=1[NH:4][C:24](=[O:25])[C:23]1[C:27]([O:34][CH3:35])=[CH:28][CH:29]=[C:30]([N+:31]([O-:33])=[O:32])[C:22]=1[O:21][CH3:20]. The yield is 0.890. (2) The reactants are C(O[C:4]([N:6]=[C:7]=[S:8])=[O:5])C.[N:9]1[C:18]2[C:13](=[CH:14][CH:15]=[CH:16][CH:17]=2)[C:12]([CH2:19][NH:20][C:21]2(C(N)=O)[CH2:25][NH:24][CH:23]=[N:22]2)=[CH:11][CH:10]=1.CO. The catalyst is ClCCl. The product is [N:9]1[C:18]2[C:13](=[CH:14][CH:15]=[CH:16][CH:17]=2)[C:12]([CH2:19][N:20]2[C:21]3[N:22]=[CH:23][NH:24][C:25]=3[C:4](=[O:5])[NH:6][C:7]2=[S:8])=[CH:11][CH:10]=1. The yield is 0.0900. (3) The reactants are [Cl:1][C:2]1[CH:3]=[C:4]2[C:9](=[CH:10][CH:11]=1)[N:8]=[C:7]([O:12][CH3:13])[C:6]([NH:14][C:15](=[O:19])OCC)=[N:5]2.[N:20]1[CH:25]=[CH:24][CH:23]=[N:22][C:21]=1[N:26]1[CH2:31][CH2:30][NH:29][CH2:28][CH2:27]1. No catalyst specified. The product is [Cl:1][C:2]1[CH:3]=[C:4]2[C:9](=[CH:10][CH:11]=1)[N:8]=[C:7]([O:12][CH3:13])[C:6]([NH:14][C:15]([N:29]1[CH2:30][CH2:31][N:26]([C:21]3[N:20]=[CH:25][CH:24]=[CH:23][N:22]=3)[CH2:27][CH2:28]1)=[O:19])=[N:5]2. The yield is 0.900. (4) The reactants are [Cl:1][C:2]1[CH:10]=[C:6]([C:7]([OH:9])=O)[C:5]([OH:11])=[CH:4][CH:3]=1.[NH2:12][C:13]1[S:14][CH:15]=[C:16]([C:18]2[CH:23]=[C:22]([F:24])[CH:21]=[CH:20][C:19]=2[F:25])[N:17]=1. No catalyst specified. The product is [Cl:1][C:2]1[CH:3]=[CH:4][C:5]([OH:11])=[C:6]([CH:10]=1)[C:7]([NH:12][C:13]1[S:14][CH:15]=[C:16]([C:18]2[CH:23]=[C:22]([F:24])[CH:21]=[CH:20][C:19]=2[F:25])[N:17]=1)=[O:9]. The yield is 0.365. (5) The reactants are COC[N:4]1[C:12]2[C:7](=[CH:8][C:9]([O:23][C:24]([F:27])([F:26])[F:25])=[CH:10][C:11]=2[N:13]([CH3:22])[S:14]([C:17]2[S:18][CH:19]=[CH:20][CH:21]=2)(=[O:16])=[O:15])[CH:6]=[C:5]1[C:28]([O:30]CC)=[O:29].Cl.O1CCCC1. The catalyst is C(O)C. The product is [CH3:22][N:13]([S:14]([C:17]1[S:18][CH:19]=[CH:20][CH:21]=1)(=[O:15])=[O:16])[C:11]1[CH:10]=[C:9]([O:23][C:24]([F:26])([F:27])[F:25])[CH:8]=[C:7]2[C:12]=1[NH:4][C:5]([C:28]([OH:30])=[O:29])=[CH:6]2. The yield is 1.00. (6) The reactants are [CH2:1]([N:8]1[C:12](=[O:13])[N:11]([C:14]2[CH:15]=[N:16][N:17]([CH2:19][C:20]3[C:21]([CH3:26])=[N:22][O:23][C:24]=3[CH3:25])[CH:18]=2)[C:10](=[O:27])[NH:9]1)[C:2]1[CH:7]=[CH:6][CH:5]=[CH:4][CH:3]=1.Br[CH2:29][CH2:30][CH3:31]. No catalyst specified. The product is [CH2:1]([N:8]1[C:12](=[O:13])[N:11]([C:14]2[CH:15]=[N:16][N:17]([CH2:19][C:20]3[C:21]([CH3:26])=[N:22][O:23][C:24]=3[CH3:25])[CH:18]=2)[C:10](=[O:27])[N:9]1[CH2:29][CH2:30][CH3:31])[C:2]1[CH:3]=[CH:4][CH:5]=[CH:6][CH:7]=1. The yield is 0.380. (7) The reactants are C(O)(C(F)(F)F)=O.[C:8]([C:10]1[N:11]=[CH:12][C:13]([NH:16][C:17]2[CH:22]=[C:21]([NH:23][CH2:24][CH:25]3[CH2:30][CH2:29][N:28](C(OC(C)(C)C)=O)[CH2:27][CH2:26]3)[C:20]([C:38](=[O:46])[NH:39][C:40]3[CH:45]=[CH:44][CH:43]=[CH:42][CH:41]=3)=[CH:19][N:18]=2)=[N:14][CH:15]=1)#[N:9]. The catalyst is ClCCl. The product is [C:8]([C:10]1[N:11]=[CH:12][C:13]([NH:16][C:17]2[CH:22]=[C:21]([NH:23][CH2:24][CH:25]3[CH2:30][CH2:29][NH:28][CH2:27][CH2:26]3)[C:20]([C:38]([NH:39][C:40]3[CH:41]=[CH:42][CH:43]=[CH:44][CH:45]=3)=[O:46])=[CH:19][N:18]=2)=[N:14][CH:15]=1)#[N:9]. The yield is 0.630. (8) The reactants are [Br:1][C:2]1[CH:20]=[CH:19][C:5]2[C:6]3[N:7]([CH:11]=[C:12]([C:14]4[NH:15][CH:16]=[CH:17][N:18]=4)[N:13]=3)[CH2:8][CH2:9][O:10][C:4]=2[CH:3]=1.Cl[CH2:22][CH2:23][N:24]1[CH2:29][CH2:28][O:27][CH2:26][CH2:25]1. No catalyst specified. The product is [Br:1][C:2]1[CH:20]=[CH:19][C:5]2[C:6]3[N:7]([CH:11]=[C:12]([C:14]4[N:18]([CH2:22][CH2:23][N:24]5[CH2:29][CH2:28][O:27][CH2:26][CH2:25]5)[CH:17]=[CH:16][N:15]=4)[N:13]=3)[CH2:8][CH2:9][O:10][C:4]=2[CH:3]=1. The yield is 0.510. (9) The reactants are [CH2:1]([O:3][C:4](=[O:27])[C@@H:5]([CH2:12][C:13]1[CH:18]=[C:17]([Br:19])[C:16]([NH2:20])=[C:15]([CH3:21])[C:14]=1[CH2:22][O:23]C(=O)C)[CH2:6][C:7]([O:9][CH2:10]C)=[O:8])C.COC(=O)[C@@H](CC1C(CO)=C2C(=CC=1)N[N:42]=C2)CC(OC)=O. The product is [Br:19][C:17]1[CH:18]=[C:13]([CH2:12][C@@H:5]([CH2:6][C:7]([O:9][CH3:10])=[O:8])[C:4]([O:3][CH3:1])=[O:27])[C:14]([CH2:22][OH:23])=[C:15]2[C:16]=1[NH:20][N:42]=[CH:21]2. No catalyst specified. The yield is 0.960. (10) The product is [O:28]=[C:27]1[C:11]2[C:12]3[C:13](=[C:14]([C:18]4[CH:19]=[CH:20][CH:21]=[CH:22][CH:23]=4)[NH:15][C:16]=3[CH:17]=[C:9]([NH:8][C:33]([CH:31]3[CH2:32][CH:30]3[CH3:29])=[O:34])[CH:10]=2)[CH:24]=[N:25][NH:26]1. The catalyst is CN(C)C=O. The yield is 0.360. The reactants are C(N(CC)CC)C.[NH2:8][C:9]1[CH:10]=[C:11]2[C:27](=[O:28])[NH:26][N:25]=[CH:24][C:13]3=[C:14]([C:18]4[CH:23]=[CH:22][CH:21]=[CH:20][CH:19]=4)[NH:15][C:16]([CH:17]=1)=[C:12]23.[CH3:29][CH:30]1[CH2:32][CH:31]1[C:33](O)=[O:34].F[P-](F)(F)(F)(F)F.N1(OC(N(C)C)=[N+](C)C)C2N=CC=CC=2N=N1.